From a dataset of NCI-60 drug combinations with 297,098 pairs across 59 cell lines. Regression. Given two drug SMILES strings and cell line genomic features, predict the synergy score measuring deviation from expected non-interaction effect. (1) Drug 1: CC=C1C(=O)NC(C(=O)OC2CC(=O)NC(C(=O)NC(CSSCCC=C2)C(=O)N1)C(C)C)C(C)C. Drug 2: CC(C)NC(=O)C1=CC=C(C=C1)CNNC.Cl. Cell line: CCRF-CEM. Synergy scores: CSS=62.6, Synergy_ZIP=-1.70, Synergy_Bliss=-1.76, Synergy_Loewe=-65.0, Synergy_HSA=-1.39. (2) Drug 1: C1CC(C1)(C(=O)O)C(=O)O.[NH2-].[NH2-].[Pt+2]. Cell line: SK-MEL-28. Drug 2: CCN(CC)CCCC(C)NC1=C2C=C(C=CC2=NC3=C1C=CC(=C3)Cl)OC. Synergy scores: CSS=2.23, Synergy_ZIP=-0.358, Synergy_Bliss=3.33, Synergy_Loewe=-8.48, Synergy_HSA=-1.89.